Dataset: Forward reaction prediction with 1.9M reactions from USPTO patents (1976-2016). Task: Predict the product of the given reaction. (1) Given the reactants [Br:1][C:2]1[N:7]=[C:6]([NH2:8])[CH:5]=[CH:4][CH:3]=1.C(N(CC)CC)C.[C:16](Cl)(=[O:18])[CH3:17], predict the reaction product. The product is: [Br:1][C:2]1[N:7]=[C:6]([NH:8][C:16](=[O:18])[CH3:17])[CH:5]=[CH:4][CH:3]=1. (2) Given the reactants C[O:2][C:3]([C:5]1[CH:6]=[CH:7][C:8]2[C@@:14]3([CH2:24][C:25]4[CH:30]=[CH:29][CH:28]=[CH:27][CH:26]=4)[CH2:15][CH2:16][C@@:17]([OH:23])([C:19]([F:22])([F:21])[F:20])[CH2:18][C@@H:13]3[CH2:12][CH2:11][CH2:10][C:9]=2[CH:31]=1)=O.C[O:33][C:34]([C:36]1[CH:37]=[CH:38][C:39]2[C@:45]3([CH2:55][C:56]4[CH:61]=[CH:60][CH:59]=[CH:58][CH:57]=4)[CH2:46][CH2:47][C@:48]([OH:54])([C:50]([F:53])([F:52])[F:51])[CH2:49][C@H:44]3[CH2:43][CH2:42][CH2:41][C:40]=2[CH:62]=1)=O.[NH2:63][C:64]1[C:65]([CH3:70])=[N:66][CH:67]=[CH:68][CH:69]=1.[Li+].C[Si]([N-][Si](C)(C)C)(C)C, predict the reaction product. The product is: [CH3:70][C:65]1[C:64]([NH:63][C:3]([C:5]2[CH:6]=[CH:7][C:8]3[C@@:14]4([CH2:24][C:25]5[CH:26]=[CH:27][CH:28]=[CH:29][CH:30]=5)[CH2:15][CH2:16][C@@:17]([OH:23])([C:19]([F:21])([F:22])[F:20])[CH2:18][C@@H:13]4[CH2:12][CH2:11][CH2:10][C:9]=3[CH:31]=2)=[O:2])=[CH:69][CH:68]=[CH:67][N:66]=1.[CH3:70][C:65]1[C:64]([NH:63][C:34]([C:36]2[CH:37]=[CH:38][C:39]3[C@:45]4([CH2:55][C:56]5[CH:57]=[CH:58][CH:59]=[CH:60][CH:61]=5)[CH2:46][CH2:47][C@:48]([OH:54])([C:50]([F:52])([F:53])[F:51])[CH2:49][C@H:44]4[CH2:43][CH2:42][CH2:41][C:40]=3[CH:62]=2)=[O:33])=[CH:69][CH:68]=[CH:67][N:66]=1. (3) Given the reactants [Cl:1][C:2]1[CH:3]=[N:4][CH:5]=[C:6]([Cl:9])[C:7]=1[CH3:8].C[O:11][C:12]([C:14]1[C:29]2[O:28][CH2:27][C:21]3([CH2:26][O:25][CH2:24][O:23][CH2:22]3)[CH2:20][O:19][C:18]=2[C:17]([O:30][CH3:31])=[CH:16][CH:15]=1)=O.[Li+].C[Si]([N-][Si](C)(C)C)(C)C, predict the reaction product. The product is: [Cl:1][C:2]1[CH:3]=[N:4][CH:5]=[C:6]([Cl:9])[C:7]=1[CH2:8][C:12]([C:14]1[C:29]2[O:28][CH2:27][C:21]3([CH2:26][O:25][CH2:24][O:23][CH2:22]3)[CH2:20][O:19][C:18]=2[C:17]([O:30][CH3:31])=[CH:16][CH:15]=1)=[O:11]. (4) Given the reactants CC(=NO)C(C)=NO.[BH4-].[Na+].[Cl:11][C:12]1[CH:13]=[C:14]([CH:23]=[CH:24][C:25]=1[O:26][CH2:27][CH2:28][CH:29]1[CH2:34][CH2:33][CH2:32][CH2:31][CH2:30]1)[CH:15]=[C:16]1[S:20][C:19](=[O:21])[NH:18][C:17]1=[O:22].C(O)(=O)C, predict the reaction product. The product is: [Cl:11][C:12]1[CH:13]=[C:14]([CH:23]=[CH:24][C:25]=1[O:26][CH2:27][CH2:28][CH:29]1[CH2:34][CH2:33][CH2:32][CH2:31][CH2:30]1)[CH2:15][CH:16]1[S:20][C:19](=[O:21])[NH:18][C:17]1=[O:22].